This data is from Full USPTO retrosynthesis dataset with 1.9M reactions from patents (1976-2016). The task is: Predict the reactants needed to synthesize the given product. Given the product [CH2:14]([O:16][C:17]([C:19]1([C:22]2[NH:5][C:9](=[O:11])[C:8]([C:6]#[N:7])=[C:32]([C:31]3[CH:34]=[CH:35][C:28]([N+:25]([O-:27])=[O:26])=[CH:29][CH:30]=3)[CH:23]=2)[CH2:21][CH2:20]1)=[O:18])[CH3:15], predict the reactants needed to synthesize it. The reactants are: C([O-])(=O)C.[NH4+:5].[C:6]([CH2:8][C:9]([O:11]CC)=O)#[N:7].[CH2:14]([O:16][C:17]([C:19]1([C:22](=O)[CH3:23])[CH2:21][CH2:20]1)=[O:18])[CH3:15].[N+:25]([C:28]1[CH:35]=[CH:34][C:31]([CH:32]=O)=[CH:30][CH:29]=1)([O-:27])=[O:26].